This data is from Catalyst prediction with 721,799 reactions and 888 catalyst types from USPTO. The task is: Predict which catalyst facilitates the given reaction. Reactant: [CH3:1][C:2]1(C)[O:7][C:6]2[CH:8]=[CH:9][C:10]([C@@H:12]([OH:43])[CH2:13][NH:14][CH2:15][CH2:16][CH2:17][CH2:18][CH2:19][CH2:20][O:21][CH2:22][CH2:23][CH2:24][CH2:25][C:26]3[CH:27]=[C:28]([NH:32][C:33]([NH:35][C:36]4[CH:41]=[CH:40][C:39]([F:42])=[CH:38][CH:37]=4)=[O:34])[CH:29]=[CH:30][CH:31]=3)=[CH:11][C:5]=2[CH2:4][O:3]1.C(O)(=O)C. Product: [C:2]([OH:7])(=[O:3])[CH3:1].[F:42][C:39]1[CH:40]=[CH:41][C:36]([NH:35][C:33]([NH:32][C:28]2[CH:29]=[CH:30][CH:31]=[C:26]([CH2:25][CH2:24][CH2:23][CH2:22][O:21][CH2:20][CH2:19][CH2:18][CH2:17][CH2:16][CH2:15][NH:14][CH2:13][C@H:12]([OH:43])[C:10]3[CH:9]=[CH:8][C:6]([OH:7])=[C:5]([CH2:4][OH:3])[CH:11]=3)[CH:27]=2)=[O:34])=[CH:37][CH:38]=1. The catalyst class is: 6.